From a dataset of Full USPTO retrosynthesis dataset with 1.9M reactions from patents (1976-2016). Predict the reactants needed to synthesize the given product. (1) Given the product [CH3:14][N:2]([CH3:1])[C:3]1[CH:4]=[CH:5][N:6]=[C:12]([Cl:15])[C:9]=1[C:10]#[N:11], predict the reactants needed to synthesize it. The reactants are: [CH3:1][N:2]([CH3:14])[C:3](=[C:9]([C:12]#N)[C:10]#[N:11])[CH:4]=[CH:5][N:6](C)C.[ClH:15]. (2) Given the product [NH2:40][C:24]1[N:23]=[CH:22][N:21]=[C:20]2[C:25]=1[N:26]=[C:27]([S:28][C:29]1[C:38]([Br:39])=[CH:37][C:32]3[O:33][CH2:34][CH2:35][O:36][C:31]=3[CH:30]=1)[N:19]2[CH2:18][CH:15]1[CH2:16][CH2:17][N:12]([C:10](=[O:11])[C@H:9]([NH:8][C:6](=[O:7])[C@@H:5]([OH:4])[CH3:42])[CH3:41])[CH2:13][CH2:14]1, predict the reactants needed to synthesize it. The reactants are: C([O:4][C@@H:5]([CH3:42])[C:6]([NH:8][C@H:9]([CH3:41])[C:10]([N:12]1[CH2:17][CH2:16][CH:15]([CH2:18][N:19]2[C:27]([S:28][C:29]3[C:38]([Br:39])=[CH:37][C:32]4[O:33][CH2:34][CH2:35][O:36][C:31]=4[CH:30]=3)=[N:26][C:25]3[C:20]2=[N:21][CH:22]=[N:23][C:24]=3[NH2:40])[CH2:14][CH2:13]1)=[O:11])=[O:7])(=O)C.N.